Dataset: Catalyst prediction with 721,799 reactions and 888 catalyst types from USPTO. Task: Predict which catalyst facilitates the given reaction. (1) Reactant: ClC(Cl)(Cl)C([N:5]1[CH2:10][CH2:9][N:8]([C:11]2[CH:16]=[C:15]([S:17]([N:20]3[C:28]4[C:23](=[CH:24][C:25]([Cl:30])=[C:26]([Cl:29])[CH:27]=4)[C:22]([CH:31]([F:33])[F:32])=[CH:21]3)(=[O:19])=[O:18])[CH:14]=[CH:13][C:12]=2[O:34][CH3:35])[CH2:7][CH2:6]1)=O.[OH-].[K+]. Product: [Cl:30][C:25]1[CH:24]=[C:23]2[C:28](=[CH:27][C:26]=1[Cl:29])[N:20]([S:17]([C:15]1[CH:14]=[CH:13][C:12]([O:34][CH3:35])=[C:11]([N:8]3[CH2:7][CH2:6][NH:5][CH2:10][CH2:9]3)[CH:16]=1)(=[O:18])=[O:19])[CH:21]=[C:22]2[CH:31]([F:32])[F:33]. The catalyst class is: 1. (2) Reactant: [CH3:1][C:2]1[O:10][C:9]2[CH:8]=[CH:7][N:6]([C:11]3[CH:16]=[CH:15][C:14]([N:17]4[CH2:22][CH2:21][NH:20][CH2:19][CH2:18]4)=[CH:13][CH:12]=3)[C:5](=[O:23])[C:4]=2[CH:3]=1.CC1C=CC(S(O[CH2:35][CH2:36][CH2:37][CH2:38][C:39]2[C:47]3[C:42](=[CH:43][CH:44]=[C:45]([O:48][CH3:49])[CH:46]=3)[NH:41][CH:40]=2)(=O)=O)=CC=1.C(=O)([O-])[O-].[K+].[K+].[I-].[K+]. Product: [CH3:49][O:48][C:45]1[CH:46]=[C:47]2[C:42](=[CH:43][CH:44]=1)[NH:41][CH:40]=[C:39]2[CH2:38][CH2:37][CH2:36][CH2:35][N:20]1[CH2:21][CH2:22][N:17]([C:14]2[CH:13]=[CH:12][C:11]([N:6]3[CH:7]=[CH:8][C:9]4[O:10][C:2]([CH3:1])=[CH:3][C:4]=4[C:5]3=[O:23])=[CH:16][CH:15]=2)[CH2:18][CH2:19]1. The catalyst class is: 10.